From a dataset of Catalyst prediction with 721,799 reactions and 888 catalyst types from USPTO. Predict which catalyst facilitates the given reaction. (1) Reactant: COC1C=CC(C[NH:8][C:9]2[C:18]([CH:19]=[CH:20][C:21]3[CH:22]=[N:23][CH:24]=[C:25]([C:27]4[CH2:32][CH2:31][CH2:30][CH2:29][CH:28]=4)[CH:26]=3)=[CH:17][C:16]3[C:11](=[CH:12][CH:13]=[C:14]([Br:33])[CH:15]=3)[N:10]=2)=CC=1.C(O)(C(F)(F)F)=O. Product: [Br:33][C:14]1[CH:15]=[C:16]2[C:11](=[CH:12][CH:13]=1)[N:10]=[C:9]([NH2:8])[C:18]([CH:19]=[CH:20][C:21]1[CH:22]=[N:23][CH:24]=[C:25]([C:27]3[CH2:32][CH2:31][CH2:30][CH2:29][CH:28]=3)[CH:26]=1)=[CH:17]2. The catalyst class is: 5. (2) Reactant: Cl.O.[Cl:3][C:4]1[CH:5]=[C:6]([CH:34]=[CH:35][CH:36]=1)[C:7]([NH:9][C:10]12[C:28](=[O:29])[C:27]3[C:22](=[CH:23][CH:24]=[CH:25][C:26]=3[N+:30]([O-])=O)[C:11]1([OH:33])[O:12][C:13]1[CH:18]=[C:17]([CH:19]([CH3:21])[CH3:20])[CH:16]=[CH:15][C:14]=12)=[O:8]. Product: [NH2:30][C:26]1[CH:25]=[CH:24][CH:23]=[C:22]2[C:27]=1[C:28](=[O:29])[C:10]1([NH:9][C:7](=[O:8])[C:6]3[CH:34]=[CH:35][CH:36]=[C:4]([Cl:3])[CH:5]=3)[C:14]3[CH:15]=[CH:16][C:17]([CH:19]([CH3:21])[CH3:20])=[CH:18][C:13]=3[O:12][C:11]12[OH:33]. The catalyst class is: 186. (3) Reactant: C(O[C:5](=[O:7])[CH3:6])(=O)C.[Br:8][C:9]1[CH:14]=[CH:13][C:12]([C:15]2[N:16]=[C:17]([NH:20][C:21]3[CH:26]=[CH:25][CH:24]=[C:23]([CH3:27])[N:22]=3)[S:18][CH:19]=2)=[CH:11][CH:10]=1. Product: [Br:8][C:9]1[CH:10]=[CH:11][C:12]([C:15]2[N:16]=[C:17]([N:20]([C:21]3[CH:26]=[CH:25][CH:24]=[C:23]([CH3:27])[N:22]=3)[C:5](=[O:7])[CH3:6])[S:18][CH:19]=2)=[CH:13][CH:14]=1. The catalyst class is: 6. (4) Reactant: [O:1]1[C:5]2([CH2:10][CH2:9][CH2:8][CH2:7][CH2:6]2)[CH2:4]C[C:2]1=[O:11].C(=O)([O-])[O-].[Cs+].[Cs+].Br[CH2:19][C:20]1[CH:25]=[CH:24][C:23]([I:26])=[CH:22][CH:21]=1.C(#[N:29])C. Product: [I:26][C:23]1[CH:24]=[CH:25][C:20]([CH2:19][N:29]2[CH2:4][C:5]3([CH2:6][CH2:7][CH2:8][CH2:9][CH2:10]3)[O:1][C:2]2=[O:11])=[CH:21][CH:22]=1. The catalyst class is: 13. (5) Reactant: [NH2:1][C:2]1[C:7]([O:8][CH2:9][C:10]2[CH:15]=[CH:14][CH:13]=[CH:12][CH:11]=2)=[CH:6][CH:5]=[CH:4][N:3]=1.[CH2:16]([N+:20]#[C-:21])[CH2:17][CH2:18][CH3:19].[OH:22][C:23]1[CH:24]=[C:25]([CH:28]=[CH:29][CH:30]=1)[CH:26]=O. Product: [CH2:9]([O:8][C:7]1[C:2]2[N:3]([C:21]([NH:20][CH2:16][CH2:17][CH2:18][CH3:19])=[C:26]([C:25]3[CH:24]=[C:23]([OH:22])[CH:30]=[CH:29][CH:28]=3)[N:1]=2)[CH:4]=[CH:5][CH:6]=1)[C:10]1[CH:11]=[CH:12][CH:13]=[CH:14][CH:15]=1. The catalyst class is: 519.